This data is from Reaction yield outcomes from USPTO patents with 853,638 reactions. The task is: Predict the reaction yield, written as a fraction of the theoretical maximum amount of product (1.0 means a 100% yield; for example, 0.34 means a 34% yield). (1) The reactants are [NH2:1][C:2]1[CH:3]=[C:4]([CH:21]=[CH:22][C:23]=1[F:24])[O:5][C:6]1[CH:7]=[CH:8][C:9]2[N:10]([CH:12]=[C:13]([NH:15][C:16]([CH:18]3[CH2:20][CH2:19]3)=[O:17])[N:14]=2)[N:11]=1.[CH3:25][N:26]1[C:30]([C:31](O)=[O:32])=[C:29]([CH3:34])[CH:28]=[N:27]1.O1CCCC1.S(Cl)(Cl)=O. The catalyst is CN(C)C=O.CN(C)C(=O)C. The product is [CH:18]1([C:16]([NH:15][C:13]2[N:14]=[C:9]3[CH:8]=[CH:7][C:6]([O:5][C:4]4[CH:21]=[CH:22][C:23]([F:24])=[C:2]([NH:1][C:31]([C:30]5[N:26]([CH3:25])[N:27]=[CH:28][C:29]=5[CH3:34])=[O:32])[CH:3]=4)=[N:11][N:10]3[CH:12]=2)=[O:17])[CH2:20][CH2:19]1. The yield is 0.670. (2) The reactants are [CH2:1]1CCC(N=C=NC2CCCCC2)C[CH2:2]1.Cl[C:17]1[C:22]([C:23]([OH:25])=[O:24])=[CH:21][N:20]=[CH:19][CH:18]=1.C(O)C.[C:29]1([OH:35])[CH:34]=[CH:33][CH:32]=[CH:31][CH:30]=1.C([O-])([O-])=O.[K+].[K+]. The catalyst is CN(C1C=CN=CC=1)C.CN(C=O)C.[Cu].[Cu](I)I.O. The product is [O:35]([C:17]1[C:22]([C:23]([O:25][CH2:1][CH3:2])=[O:24])=[CH:21][N:20]=[CH:19][CH:18]=1)[C:29]1[CH:34]=[CH:33][CH:32]=[CH:31][CH:30]=1. The yield is 0.510. (3) The reactants are [F:1][C:2]1[CH:3]=[C:4](I)[C:5](=[O:9])[N:6]([CH3:8])[CH:7]=1.C([Mg]Cl)(C)C.CN(C)[CH:18]=[O:19]. The catalyst is O1CCCC1. The product is [F:1][C:2]1[CH:3]=[C:4]([CH:18]=[O:19])[C:5](=[O:9])[N:6]([CH3:8])[CH:7]=1. The yield is 0.474. (4) The reactants are [Cl:1][C:2]1[N:3]=[C:4](Cl)[C:5]2[S:10][CH:9]=[C:8]([CH2:11][CH3:12])[C:6]=2[N:7]=1.[CH2:14]([NH2:17])[CH:15]=[CH2:16]. The catalyst is CN(C=O)C. The product is [CH2:14]([NH:17][C:4]1[C:5]2[S:10][CH:9]=[C:8]([CH2:11][CH3:12])[C:6]=2[N:7]=[C:2]([Cl:1])[N:3]=1)[CH:15]=[CH2:16]. The yield is 0.888. (5) The reactants are [NH2:1][CH:2]([C:6]1[CH:11]=[CH:10][CH:9]=[CH:8][CH:7]=1)[C:3]([OH:5])=[O:4].[C:12]1([C:29]2[CH:34]=[CH:33][CH:32]=[CH:31][CH:30]=2)[CH:17]=[CH:16][C:15]([S:18]([N:21]2[CH2:25][CH2:24][S:23][CH:22]2[C:26](Cl)=[O:27])(=[O:20])=[O:19])=[CH:14][CH:13]=1. The catalyst is O.C1COCC1. The product is [C:12]1([C:29]2[CH:30]=[CH:31][CH:32]=[CH:33][CH:34]=2)[CH:17]=[CH:16][C:15]([S:18]([N:21]2[CH2:25][CH2:24][S:23][CH:22]2[C:26]([NH:1][CH:2]([C:6]2[CH:11]=[CH:10][CH:9]=[CH:8][CH:7]=2)[C:3]([OH:5])=[O:4])=[O:27])(=[O:20])=[O:19])=[CH:14][CH:13]=1. The yield is 0.390. (6) The reactants are [CH3:1][O:2][C@@H:3]([CH3:7])[C:4](O)=[O:5].O=C1N(P(Cl)(N2CCOC2=O)=O)CCO1.C(N(CC)CC)C.[Br:30][C:31]1[C:32]([F:41])=[C:33]2[C:39]([NH2:40])=[CH:38][NH:37][C:34]2=[N:35][CH:36]=1.[Li+].[OH-].C([O-])([O-])=O.[Na+].[Na+]. The product is [Br:30][C:31]1[C:32]([F:41])=[C:33]2[C:39]([NH:40][C:4](=[O:5])[C@@H:3]([O:2][CH3:1])[CH3:7])=[CH:38][NH:37][C:34]2=[N:35][CH:36]=1. The yield is 0.480. The catalyst is C(Cl)Cl. (7) The reactants are [B:1]([C:4]1[CH:5]=[C:6]([CH:10]=[CH:11][CH:12]=1)[C:7]([OH:9])=O)([OH:3])[OH:2].CCN=C=NCCCN(C)C.[NH2:24][CH2:25][CH2:26][CH2:27][CH2:28][CH2:29][NH:30][C:31](=[O:57])[CH2:32][C@@H:33]1[N:39]=[C:38]([C:40]2[CH:45]=[CH:44][C:43]([Cl:46])=[CH:42][CH:41]=2)[C:37]2[CH:47]=[C:48]([O:51][CH3:52])[CH:49]=[CH:50][C:36]=2[N:35]2[C:53]([CH3:56])=[N:54][N:55]=[C:34]12.ClC1C=CC(C2C3C=C(OC)C=CC=3N3C(C)=NN=C3[C@H](CC(NCCNC(C3C=CC(B(O)O)=CC=3)=O)=O)N=2)=CC=1. The catalyst is C(Cl)Cl.CN(C1C=CN=CC=1)C. The product is [Cl:46][C:43]1[CH:44]=[CH:45][C:40]([C:38]2[C:37]3[CH:47]=[C:48]([O:51][CH3:52])[CH:49]=[CH:50][C:36]=3[N:35]3[C:53]([CH3:56])=[N:54][N:55]=[C:34]3[C@H:33]([CH2:32][C:31]([NH:30][CH2:29][CH2:28][CH2:27][CH2:26][CH2:25][NH:24][C:7]([C:6]3[CH:5]=[C:4]([B:1]([OH:2])[OH:3])[CH:12]=[CH:11][CH:10]=3)=[O:9])=[O:57])[N:39]=2)=[CH:41][CH:42]=1. The yield is 0.307.